This data is from TCR-epitope binding with 47,182 pairs between 192 epitopes and 23,139 TCRs. The task is: Binary Classification. Given a T-cell receptor sequence (or CDR3 region) and an epitope sequence, predict whether binding occurs between them. (1) The epitope is ILHCANFNV. The TCR CDR3 sequence is CASSQGQGAAEQYF. Result: 1 (the TCR binds to the epitope). (2) The epitope is VLAWLYAAV. The TCR CDR3 sequence is CSAAIPDSGETQYF. Result: 1 (the TCR binds to the epitope). (3) The epitope is SGPLKAEIAQRLED. The TCR CDR3 sequence is CASSSTGGGEKDQPQHF. Result: 0 (the TCR does not bind to the epitope).